Dataset: NCI-60 drug combinations with 297,098 pairs across 59 cell lines. Task: Regression. Given two drug SMILES strings and cell line genomic features, predict the synergy score measuring deviation from expected non-interaction effect. (1) Drug 1: CC12CCC3C(C1CCC2O)C(CC4=C3C=CC(=C4)O)CCCCCCCCCS(=O)CCCC(C(F)(F)F)(F)F. Drug 2: C1CC(=O)NC(=O)C1N2C(=O)C3=CC=CC=C3C2=O. Cell line: NCIH23. Synergy scores: CSS=5.51, Synergy_ZIP=-0.620, Synergy_Bliss=0.952, Synergy_Loewe=4.65, Synergy_HSA=1.89. (2) Drug 1: C1=NC2=C(N=C(N=C2N1C3C(C(C(O3)CO)O)F)Cl)N. Drug 2: COCCOC1=C(C=C2C(=C1)C(=NC=N2)NC3=CC=CC(=C3)C#C)OCCOC.Cl. Cell line: SF-295. Synergy scores: CSS=3.80, Synergy_ZIP=0.517, Synergy_Bliss=4.11, Synergy_Loewe=-0.124, Synergy_HSA=-0.0578. (3) Cell line: SF-539. Drug 1: CC(C1=C(C=CC(=C1Cl)F)Cl)OC2=C(N=CC(=C2)C3=CN(N=C3)C4CCNCC4)N. Synergy scores: CSS=6.05, Synergy_ZIP=0.0214, Synergy_Bliss=1.92, Synergy_Loewe=2.51, Synergy_HSA=2.49. Drug 2: C1C(C(OC1N2C=NC3=C2NC=NCC3O)CO)O.